From a dataset of Catalyst prediction with 721,799 reactions and 888 catalyst types from USPTO. Predict which catalyst facilitates the given reaction. (1) Reactant: [N:1]1[CH:6]=[CH:5][CH:4]=[CH:3][C:2]=1[CH2:7][O:8][C:9]1[CH:14]=[CH:13][C:12]([C:15](=[O:25])[CH2:16][CH2:17][C:18]([O:20]C(C)(C)C)=[O:19])=[CH:11][CH:10]=1.FC(F)(F)C(O)=O. Product: [N:1]1[CH:6]=[CH:5][CH:4]=[CH:3][C:2]=1[CH2:7][O:8][C:9]1[CH:14]=[CH:13][C:12]([C:15](=[O:25])[CH2:16][CH2:17][C:18]([OH:20])=[O:19])=[CH:11][CH:10]=1. The catalyst class is: 4. (2) Reactant: Br[CH2:2][C:3]1[C:8]([O:9][CH3:10])=[CH:7][CH:6]=[CH:5][C:4]=1[N:11]1[C:15](=[O:16])[N:14]([CH3:17])[N:13]=[N:12]1.[C:18]1([CH:25]=[CH:24][CH:23]=[C:21]([OH:22])[CH:20]=1)[OH:19].C(=O)([O-])[O-].[K+].[K+].C(#N)C. Product: [OH:19][C:18]1[CH:20]=[C:21]([CH:23]=[CH:24][CH:25]=1)[O:22][CH2:2][C:3]1[C:8]([O:9][CH3:10])=[CH:7][CH:6]=[CH:5][C:4]=1[N:11]1[C:15](=[O:16])[N:14]([CH3:17])[N:13]=[N:12]1. The catalyst class is: 6.